From a dataset of Forward reaction prediction with 1.9M reactions from USPTO patents (1976-2016). Predict the product of the given reaction. Given the reactants [CH3:1][C:2]1[C:7]([CH:8]([CH2:13][CH2:14][CH3:15])[C:9]([O:11]C)=[O:10])=[C:6]([C:16]2[CH:17]=[C:18]3[C:22](=[CH:23][CH:24]=2)[N:21]([CH3:25])[CH2:20][CH2:19]3)[N:5]=[C:4]([C:26]2[CH:31]=[CH:30][CH:29]=[CH:28][CH:27]=2)[N:3]=1.[OH-].[Na+], predict the reaction product. The product is: [CH3:1][C:2]1[C:7]([CH:8]([CH2:13][CH2:14][CH3:15])[C:9]([OH:11])=[O:10])=[C:6]([C:16]2[CH:17]=[C:18]3[C:22](=[CH:23][CH:24]=2)[N:21]([CH3:25])[CH2:20][CH2:19]3)[N:5]=[C:4]([C:26]2[CH:31]=[CH:30][CH:29]=[CH:28][CH:27]=2)[N:3]=1.